This data is from CYP2C9 inhibition data for predicting drug metabolism from PubChem BioAssay. The task is: Regression/Classification. Given a drug SMILES string, predict its absorption, distribution, metabolism, or excretion properties. Task type varies by dataset: regression for continuous measurements (e.g., permeability, clearance, half-life) or binary classification for categorical outcomes (e.g., BBB penetration, CYP inhibition). Dataset: cyp2c9_veith. (1) The compound is CSc1ccc(CCNC(=O)CSc2ccsc2[N+](=O)[O-])cc1. The result is 1 (inhibitor). (2) The molecule is c1coc(CNc2ncnc3nc[nH]c23)c1. The result is 0 (non-inhibitor). (3) The result is 1 (inhibitor). The drug is COc1ccc(C(=O)N2CCCC2=O)cc1. (4) The molecule is CCCCn1c(N)c(C(=O)NCc2cccs2)c2nc3ccccc3nc21. The result is 1 (inhibitor).